Task: Predict the reactants needed to synthesize the given product.. Dataset: Full USPTO retrosynthesis dataset with 1.9M reactions from patents (1976-2016) (1) Given the product [CH3:27][C:2]1[C:10]2[C:9]([C:11]#[N:12])=[CH:8][CH:7]=[CH:6][C:5]=2[N:4]([CH:13]2[CH2:18][CH2:17][CH2:16][CH2:15][O:14]2)[N:3]=1, predict the reactants needed to synthesize it. The reactants are: I[C:2]1[C:10]2[C:9]([C:11]#[N:12])=[CH:8][CH:7]=[CH:6][C:5]=2[N:4]([CH:13]2[CH2:18][CH2:17][CH2:16][CH2:15][O:14]2)[N:3]=1.[O-]P([O-])([O-])=O.[K+].[K+].[K+].[CH3:27]B1OB(C)OB(C)O1. (2) Given the product [N:17]1[C:6]2[C:5](=[CH:10][CH:9]=[CH:8][CH:7]=2)[N:18]=[CH:11][CH:12]=1, predict the reactants needed to synthesize it. The reactants are: BrCC([C:5]1[CH:10]=[CH:9][CH:8]=[CH:7][CH:6]=1)=O.[C:11]1([NH2:18])C=CC=C[C:12]=1[NH2:17].CCN(C(C)C)C(C)C. (3) Given the product [N:1]1([C:2]2[CH:3]=[CH:4][C:5]([N:8]3[CH:13]=[CH:12][C:11]4[O:14][CH:15]=[CH:16][C:10]=4[C:9]3=[O:17])=[CH:6][CH:7]=2)[CH2:24][CH2:23][NH:22][CH2:21][CH2:20]1, predict the reactants needed to synthesize it. The reactants are: [NH2:1][C:2]1[CH:7]=[CH:6][C:5]([N:8]2[CH:13]=[CH:12][C:11]3[O:14][CH:15]=[CH:16][C:10]=3[C:9]2=[O:17])=[CH:4][CH:3]=1.Cl.Cl[CH2:20][CH2:21][NH:22][CH2:23][CH2:24]Cl.C(=O)([O-])[O-].[K+].[K+]. (4) Given the product [N+:1]([C:11]1[CH:10]=[CH:9][C:6]([O:7][CH3:8])=[C:5]([O:13][CH3:14])[CH:12]=1)([O-:4])=[O:2], predict the reactants needed to synthesize it. The reactants are: [N+:1]([O-:4])(O)=[O:2].[C:5]1([O:13][CH3:14])[C:6](=[CH:9][CH:10]=[CH:11][CH:12]=1)[O:7][CH3:8]. (5) Given the product [F:1][C:2]1[C:8]([F:9])=[C:7]([C:13]2[CH:18]=[CH:17][CH:16]=[CH:15][CH:14]=2)[C:6]([F:11])=[C:5]([F:12])[C:3]=1[NH2:4], predict the reactants needed to synthesize it. The reactants are: [F:1][C:2]1[C:8]([F:9])=[C:7](Br)[C:6]([F:11])=[C:5]([F:12])[C:3]=1[NH2:4].[C:13]1(B(O)O)[CH:18]=[CH:17][CH:16]=[CH:15][CH:14]=1.C(=O)([O-])[O-].[Na+].[Na+].